From a dataset of Reaction yield outcomes from USPTO patents with 853,638 reactions. Predict the reaction yield, written as a fraction of the theoretical maximum amount of product (1.0 means a 100% yield; for example, 0.34 means a 34% yield). (1) The reactants are C1(P(=[CH:20][C:21]([O:23][CH3:24])=[O:22])(C2C=CC=CC=2)C2C=CC=CC=2)C=CC=CC=1.[Br:25][C:26]1[O:30][C:29]([CH:31]=O)=[CH:28][CH:27]=1.O. The catalyst is C1(C)C=CC=CC=1. The yield is 0.770. The product is [Br:25][C:26]1[O:30][C:29]([CH:31]=[CH:20][C:21]([O:23][CH3:24])=[O:22])=[CH:28][CH:27]=1. (2) The reactants are [CH3:1][C@H:2]1[O:6][C:5](=[O:7])[N:4]([CH:8]2[CH2:13][CH2:12][N:11](C(OC(C)(C)C)=O)[CH2:10][CH2:9]2)[C:3]1=[O:21].[ClH:22].O1CCOCC1. The catalyst is C(Cl)Cl. The product is [ClH:22].[CH3:1][C@H:2]1[O:6][C:5](=[O:7])[N:4]([CH:8]2[CH2:13][CH2:12][NH:11][CH2:10][CH2:9]2)[C:3]1=[O:21]. The yield is 1.00. (3) The reactants are Br[C:2]1[CH:7]=[CH:6][C:5]([C:8]2[N:12]([CH2:13][C@@H:14]3[CH2:18][CH2:17][N:16]([C:19]([CH:21]4[CH2:23][CH2:22]4)=[O:20])[CH2:15]3)[C:11](=[O:24])[C:10]3([CH2:28][CH2:27][CH2:26][CH2:25]3)[N:9]=2)=[CH:4][CH:3]=1.[O:29]1[C:33]2[CH:34]=[CH:35][C:36](B(O)O)=[CH:37][C:32]=2[CH:31]=[CH:30]1. The catalyst is COCCOC.C1C=CC([P]([Pd]([P](C2C=CC=CC=2)(C2C=CC=CC=2)C2C=CC=CC=2)([P](C2C=CC=CC=2)(C2C=CC=CC=2)C2C=CC=CC=2)[P](C2C=CC=CC=2)(C2C=CC=CC=2)C2C=CC=CC=2)(C2C=CC=CC=2)C2C=CC=CC=2)=CC=1. The product is [O:29]1[C:33]2[CH:34]=[CH:35][C:36]([C:2]3[CH:7]=[CH:6][C:5]([C:8]4[N:12]([CH2:13][C@@H:14]5[CH2:18][CH2:17][N:16]([C:19]([CH:21]6[CH2:22][CH2:23]6)=[O:20])[CH2:15]5)[C:11](=[O:24])[C:10]5([CH2:25][CH2:26][CH2:27][CH2:28]5)[N:9]=4)=[CH:4][CH:3]=3)=[CH:37][C:32]=2[CH:31]=[CH:30]1. The yield is 0.490. (4) The reactants are [Cl:1][C:2]1[C:3]([C:28]2[C:36]3[C:31](=[CH:32][CH:33]=[CH:34][CH:35]=3)[N:30]([CH3:37])[CH:29]=2)=[N:4][C:5]([NH:8][C:9]2[CH:14]=[C:13]([N+:15]([O-])=O)[C:12]([N:18]3[CH2:22][CH2:21][C@@H:20]([N:23]([CH3:25])[CH3:24])[CH2:19]3)=[CH:11][C:10]=2[O:26][CH3:27])=[N:6][CH:7]=1.[NH4+].[Cl-].C(Cl)Cl.CO. The catalyst is C(O)C.O.[Fe]. The product is [Cl:1][C:2]1[C:3]([C:28]2[C:36]3[C:31](=[CH:32][CH:33]=[CH:34][CH:35]=3)[N:30]([CH3:37])[CH:29]=2)=[N:4][C:5]([NH:8][C:9]2[C:10]([O:26][CH3:27])=[CH:11][C:12]([N:18]3[CH2:22][CH2:21][C@@H:20]([N:23]([CH3:25])[CH3:24])[CH2:19]3)=[C:13]([NH2:15])[CH:14]=2)=[N:6][CH:7]=1. The yield is 0.330. (5) The reactants are [NH:1]1[CH2:4][CH:3]([C:5]2[C:6]([O:25][CH3:26])=[C:7]([CH:13]([NH:15][C:16]3[N:24]=[CH:23][N:22]=[C:21]4[C:17]=3[N:18]=[CH:19][NH:20]4)[CH3:14])[CH:8]=[C:9]([Cl:12])[C:10]=2[Cl:11])[CH2:2]1.C(N(CC)CC)C.[F:34][C:35]([F:45])([F:44])S(O[CH2:40][CH:41]([F:43])[F:42])(=O)=O.CN([CH:49]=[O:50])C. No catalyst specified. The product is [F:34][C:35]([F:45])([F:44])[C:49]([OH:50])=[O:25].[F:34][C:35]([F:45])([F:44])[C:49]([OH:50])=[O:25].[Cl:11][C:10]1[C:9]([Cl:12])=[CH:8][C:7]([CH:13]([NH:15][C:16]2[N:24]=[CH:23][N:22]=[C:21]3[C:17]=2[N:18]=[CH:19][NH:20]3)[CH3:14])=[C:6]([O:25][CH3:26])[C:5]=1[CH:3]1[CH2:2][N:1]([CH2:40][CH:41]([F:43])[F:42])[CH2:4]1. The yield is 0.460. (6) The reactants are C([N:8]1[CH2:17][CH2:16][C:15]2[C:14]([NH:18][CH2:19][C:20]3[CH:25]=[CH:24][C:23]([Cl:26])=[CH:22][C:21]=3[Cl:27])=[N:13][C:12]([O:28][S:29]([C:32]3[CH:37]=[CH:36][C:35]([CH3:38])=[CH:34][CH:33]=3)(=[O:31])=[O:30])=[N:11][C:10]=2[CH2:9]1)C1C=CC=CC=1.ClC(OC(Cl)C)=O. The catalyst is ClCCCl.O. The product is [ClH:26].[Cl:27][C:21]1[CH:22]=[C:23]([Cl:26])[CH:24]=[CH:25][C:20]=1[CH2:19][NH:18][C:14]1[C:15]2[CH2:16][CH2:17][NH:8][CH2:9][C:10]=2[N:11]=[C:12]([O:28][S:29]([C:32]2[CH:33]=[CH:34][C:35]([CH3:38])=[CH:36][CH:37]=2)(=[O:31])=[O:30])[N:13]=1. The yield is 0.530. (7) The product is [Cl:16][C:17]1[CH:22]=[C:21]([Cl:23])[C:20]([S:24][CH2:25][C:26]([F:27])([F:28])[F:29])=[CH:14][C:13]=1[OH:12]. The catalyst is C(OCC)(=O)C.CCCCCC. The reactants are C1(C)C=CC=CC=1.C[N+]1([O-])[CH2:14][CH2:13][O:12]CC1.[Cl:16][C:17]1[CH:22]=[C:21]([Cl:23])[C:20]([S:24][CH2:25][C:26]([F:29])([F:28])[F:27])=CC=1B(O)O.Cl. The yield is 0.950. (8) The reactants are [NH:1]1[C:9]2[C:4](=[CH:5][CH:6]=[C:7](/[CH:10]=[CH:11]/[C:12](=O)[CH2:13][C:14](=O)/[CH:15]=[CH:16]/[C:17]3[CH:22]=[CH:21][C:20]([O:23][CH2:24][CH:25]4[CH2:29][CH2:28][CH2:27][O:26]4)=[CH:19][C:18]=3[O:30][CH3:31])[CH:8]=2)[CH:3]=[CH:2]1.O.[NH2:35][NH2:36]. The catalyst is C(O)(=O)C.C(OCC)(=O)C. The product is [NH:1]1[C:9]2[C:4](=[CH:5][CH:6]=[C:7](/[CH:10]=[CH:11]/[C:12]3[CH:13]=[C:14](/[CH:15]=[CH:16]/[C:17]4[CH:22]=[CH:21][C:20]([O:23][CH2:24][CH:25]5[CH2:29][CH2:28][CH2:27][O:26]5)=[CH:19][C:18]=4[O:30][CH3:31])[NH:36][N:35]=3)[CH:8]=2)[CH:3]=[CH:2]1. The yield is 0.750. (9) The product is [CH:1]([C:4]1[CH:9]=[CH:8][C:7]([CH:10]2[C:14]3[C:15]([CH3:21])=[CH:16][C:17]([CH3:20])=[C:18]([CH3:19])[C:13]=3[O:12][CH2:11]2)=[C:6]([O:22][CH3:23])[CH:5]=1)([CH3:3])[CH3:2]. The reactants are [CH:1]([C:4]1[CH:9]=[CH:8][C:7]([C:10]2[C:14]3[C:15]([CH3:21])=[CH:16][C:17]([CH3:20])=[C:18]([CH3:19])[C:13]=3[O:12][CH:11]=2)=[C:6]([O:22][CH3:23])[CH:5]=1)([CH3:3])[CH3:2]. The catalyst is CO. The yield is 0.790. (10) The reactants are CO[C:3](=[O:24])[C:4]1[CH:9]=[CH:8][C:7]([O:10][CH2:11][C:12]2[C:13]([C:18]3[CH:19]=[N:20][CH:21]=[CH:22][CH:23]=3)=[N:14][O:15][C:16]=2[CH3:17])=[N:6][CH:5]=1.COC(=O)C1C=CC(OC[C:36]2[C:37]([C:42]3[CH:47]=CC=C(F)C=3)=[N:38][O:39][C:40]=2C)=NC=1.NC1CCOCC1. No catalyst specified. The product is [CH3:17][C:16]1[O:15][N:14]=[C:13]([C:18]2[CH:19]=[N:20][CH:21]=[CH:22][CH:23]=2)[C:12]=1[CH2:11][O:10][C:7]1[CH:8]=[CH:9][C:4]([C:3]([NH:38][CH:37]2[CH2:42][CH2:47][O:39][CH2:40][CH2:36]2)=[O:24])=[CH:5][N:6]=1. The yield is 0.830.